This data is from Catalyst prediction with 721,799 reactions and 888 catalyst types from USPTO. The task is: Predict which catalyst facilitates the given reaction. (1) Reactant: [N:1]1([CH2:15][C:16]2[N:20](C(OC(C)(C)C)=O)[C:19]3[CH:28]=[CH:29][CH:30]=[CH:31][C:18]=3[N:17]=2)[C@H:14]2[C@@H:5]([CH2:6][CH2:7][C:8]3[C:13]2=[N:12][CH:11]=[CH:10][CH:9]=3)[CH2:4][CH2:3][CH2:2]1.FC(F)(F)C(O)=O. Product: [NH:17]1[C:18]2[CH:31]=[CH:30][CH:29]=[CH:28][C:19]=2[N:20]=[C:16]1[CH2:15][N:1]1[C@H:14]2[C@@H:5]([CH2:6][CH2:7][C:8]3[C:13]2=[N:12][CH:11]=[CH:10][CH:9]=3)[CH2:4][CH2:3][CH2:2]1. The catalyst class is: 4. (2) The catalyst class is: 7. Reactant: [N+:1]([C:4]1[CH:12]=[CH:11][C:7]([C:8]([O-:10])=[O:9])=[CH:6][CH:5]=1)([O-:3])=[O:2].C1(P(C2C=CC=CC=2)C2C=CC=CC=2)C=CC=CC=1.N(C(OC(C)C)=O)=NC(OC(C)C)=O.[C:46]([O:50][C:51](=[O:60])[NH:52][C@H:53]([CH:55](O)[CH2:56][CH2:57][CH3:58])[CH3:54])([CH3:49])([CH3:48])[CH3:47]. Product: [N+:1]([C:4]1[CH:5]=[CH:6][C:7]([C:8]([O:10][CH:55]([CH2:56][CH2:57][CH3:58])[C@@H:53]([NH:52][C:51]([O:50][C:46]([CH3:49])([CH3:48])[CH3:47])=[O:60])[CH3:54])=[O:9])=[CH:11][CH:12]=1)([O-:3])=[O:2]. (3) Reactant: C[O:2][C:3](=[O:19])[CH2:4][CH2:5][CH2:6][C:7]1[O:8][CH:9]=[C:10]([C:12]2[CH:17]=[CH:16][CH:15]=[CH:14][C:13]=2[NH2:18])[N:11]=1.C1COCC1.[OH-].[Na+]. Product: [NH2:18][C:13]1[CH:14]=[CH:15][CH:16]=[CH:17][C:12]=1[C:10]1[N:11]=[C:7]([CH2:6][CH2:5][CH2:4][C:3]([OH:19])=[O:2])[O:8][CH:9]=1. The catalyst class is: 14. (4) Reactant: C[Si](C)(C)[C:3]([F:6])([F:5])[F:4].[Cl:9][C:10]1[CH:15]=[CH:14][C:13]([C:16]2([CH:49]=[O:50])[CH2:21][CH2:20][N:19]([C:22]3[C:23]4[N:24]([N:28]=[C:29]([NH:31][C:32]5[CH:48]=[CH:47][C:35]([C:36]([N:38]([CH3:46])[CH:39]6[CH2:44][CH2:43][N:42]([CH3:45])[CH2:41][CH2:40]6)=[O:37])=[CH:34][CH:33]=5)[N:30]=4)[CH:25]=[CH:26][CH:27]=3)[CH2:18][CH2:17]2)=[CH:12][CH:11]=1.C(=O)([O-])[O-].[K+].[K+]. Product: [Cl:9][C:10]1[CH:11]=[CH:12][C:13]([C:16]2([CH:49]([OH:50])[C:3]([F:6])([F:5])[F:4])[CH2:21][CH2:20][N:19]([C:22]3[C:23]4[N:24]([N:28]=[C:29]([NH:31][C:32]5[CH:48]=[CH:47][C:35]([C:36]([N:38]([CH3:46])[CH:39]6[CH2:40][CH2:41][N:42]([CH3:45])[CH2:43][CH2:44]6)=[O:37])=[CH:34][CH:33]=5)[N:30]=4)[CH:25]=[CH:26][CH:27]=3)[CH2:18][CH2:17]2)=[CH:14][CH:15]=1. The catalyst class is: 9. (5) Reactant: [C:1]([O:5][C:6]([N:8]1[CH2:13][CH2:12][CH:11]([C:14](=O)[CH2:15][C:16](=O)[CH2:17][C:18]2[CH:23]=[CH:22][CH:21]=[CH:20][CH:19]=2)[CH2:10][CH2:9]1)=[O:7])([CH3:4])([CH3:3])[CH3:2].C(O)(=O)C(O)=O.[CH2:32]([NH:34][NH2:35])[CH3:33]. Product: [CH2:17]([C:16]1[N:34]([CH2:32][CH3:33])[N:35]=[C:14]([CH:11]2[CH2:12][CH2:13][N:8]([C:6]([O:5][C:1]([CH3:4])([CH3:3])[CH3:2])=[O:7])[CH2:9][CH2:10]2)[CH:15]=1)[C:18]1[CH:23]=[CH:22][CH:21]=[CH:20][CH:19]=1. The catalyst class is: 5. (6) Reactant: [NH2:1][C@H:2]([C:6]([OH:8])=[O:7])[CH:3]([CH3:5])[CH3:4].[OH-].[Na+].Cl[C:12]([O:14][CH3:15])=[O:13]. Product: [CH3:15][O:14][C:12]([NH:1][C@@H:2]([CH:3]([CH3:5])[CH3:4])[C:6]([OH:8])=[O:7])=[O:13]. The catalyst class is: 12. (7) Reactant: C(O/[CH:4]=[CH:5]/[C:6](=O)[C:7]([F:10])([F:9])[F:8])C.C(N(CC)CC)C.Cl.[NH2:20][NH2:21].C(OCC)(=O)C. Product: [F:8][C:7]([F:10])([F:9])[C:6]1[NH:21][N:20]=[CH:4][CH:5]=1. The catalyst class is: 8. (8) Reactant: [F:1][C:2]1[CH:3]=[CH:4][C:5]2[O:10][CH2:9][C@H:8]([CH2:11][N:12]3[CH2:17][CH2:16][N:15]([C:18]4[N:28]=[CH:27][CH:26]=[CH:25][C:19]=4[C:20](OCC)=[O:21])[CH2:14][CH2:13]3)[O:7][C:6]=2[CH:29]=1.[H-].[H-].[H-].[H-].[Li+].[Al+3].O. Product: [F:1][C:2]1[CH:3]=[CH:4][C:5]2[O:10][CH2:9][C@H:8]([CH2:11][N:12]3[CH2:17][CH2:16][N:15]([C:18]4[C:19]([CH2:20][OH:21])=[CH:25][CH:26]=[CH:27][N:28]=4)[CH2:14][CH2:13]3)[O:7][C:6]=2[CH:29]=1. The catalyst class is: 1. (9) Reactant: [Cl:1][C:2]1[CH:7]=[CH:6][C:5]([C:8]2[C:9]([C:18]3[CH:23]=[CH:22][CH:21]=[CH:20][C:19]=3[Cl:24])=[N:10][N:11]3[C:16]([OH:17])=[CH:15][CH:14]=[N:13][C:12]=23)=[CH:4][CH:3]=1.C([O-])([O-])=O.[Cs+].[Cs+].[F:31][C:32]([F:43])([F:42])[CH2:33]OS(C(F)(F)F)(=O)=O. Product: [Cl:1][C:2]1[CH:3]=[CH:4][C:5]([C:8]2[C:9]([C:18]3[CH:23]=[CH:22][CH:21]=[CH:20][C:19]=3[Cl:24])=[N:10][N:11]3[C:16]([O:17][CH2:33][C:32]([F:43])([F:42])[F:31])=[CH:15][CH:14]=[N:13][C:12]=23)=[CH:6][CH:7]=1. The catalyst class is: 3. (10) Reactant: [OH:1][C@H:2]1[CH2:19][CH2:18][C@@:17]2([CH3:20])[C:4](=[CH:5][CH2:6][C@@H:7]3[C@@H:16]2[CH2:15][CH2:14][C@@:12]2([CH3:13])[C@H:8]3[CH2:9][CH2:10][C:11]2=[O:21])[CH2:3]1.[C:22]1([CH3:32])[CH:27]=[CH:26][C:25]([S:28](Cl)(=[O:30])=[O:29])=[CH:24][CH:23]=1.CCOC(C)=O.O. Product: [C:22]1([CH3:32])[CH:27]=[CH:26][C:25]([S:28]([O:1][C@H:2]2[CH2:19][CH2:18][C@@:17]3([CH3:20])[C:4](=[CH:5][CH2:6][C@@H:7]4[C@@H:16]3[CH2:15][CH2:14][C@@:12]3([CH3:13])[C@H:8]4[CH2:9][CH2:10][C:11]3=[O:21])[CH2:3]2)(=[O:30])=[O:29])=[CH:24][CH:23]=1. The catalyst class is: 383.